Dataset: Forward reaction prediction with 1.9M reactions from USPTO patents (1976-2016). Task: Predict the product of the given reaction. (1) Given the reactants [CH:1]([C:3]1[O:7][C:6]([C:8]([OH:10])=[O:9])=[CH:5][CH:4]=1)=O.Cl.[NH2:12]O.C(OC(=O)C)(=O)C, predict the reaction product. The product is: [C:1]([C:3]1[O:7][C:6]([C:8]([OH:10])=[O:9])=[CH:5][CH:4]=1)#[N:12]. (2) The product is: [C:39]([OH:38])(=[O:41])/[CH:40]=[CH:16]/[C:18]([OH:19])=[O:44].[S:1]1[C:5]2[CH:6]=[CH:7][CH:8]=[CH:9][C:4]=2[CH:3]=[C:2]1[S:10]([N:13]1[CH:17]=[C:16]([CH2:18][NH:28][CH3:27])[N:15]=[C:14]1[C:20]1[CH:25]=[CH:24][CH:23]=[CH:22][CH:21]=1)(=[O:12])=[O:11]. Given the reactants [S:1]1[C:5]2[CH:6]=[CH:7][CH:8]=[CH:9][C:4]=2[CH:3]=[C:2]1[S:10]([N:13]1[CH:17]=[C:16]([CH:18]=[O:19])[N:15]=[C:14]1[C:20]1[CH:25]=[CH:24][CH:23]=[CH:22][CH:21]=1)(=[O:12])=[O:11].[Cl-].[CH3:27][NH3+:28].[C:39]([O:38][BH-]([O:38][C:39](=[O:41])[CH3:40])[O:38][C:39](=[O:41])[CH3:40])(=[O:41])[CH3:40].[Na+].C[OH:44], predict the reaction product.